From a dataset of Full USPTO retrosynthesis dataset with 1.9M reactions from patents (1976-2016). Predict the reactants needed to synthesize the given product. Given the product [Cl:18][C:19]1[CH:20]=[C:21]([C:27]([C:28]([F:31])([F:30])[F:29])=[CH:2][C:1]([C:4]2[C:13]3[CH2:12][CH2:11][CH2:10][CH2:9][C:8]=3[C:7]([C:14]([O:16][CH3:17])=[O:15])=[CH:6][CH:5]=2)=[O:3])[CH:22]=[C:23]([Cl:26])[C:24]=1[F:25], predict the reactants needed to synthesize it. The reactants are: [C:1]([C:4]1[C:13]2[CH2:12][CH2:11][CH2:10][CH2:9][C:8]=2[C:7]([C:14]([O:16][CH3:17])=[O:15])=[CH:6][CH:5]=1)(=[O:3])[CH3:2].[Cl:18][C:19]1[CH:20]=[C:21]([C:27](=O)[C:28]([F:31])([F:30])[F:29])[CH:22]=[C:23]([Cl:26])[C:24]=1[F:25].C([O-])([O-])=O.[K+].[K+].CCN(CC)CC.